This data is from Peptide-MHC class II binding affinity with 134,281 pairs from IEDB. The task is: Regression. Given a peptide amino acid sequence and an MHC pseudo amino acid sequence, predict their binding affinity value. This is MHC class II binding data. (1) The peptide sequence is AMSKVRKDISEWQPS. The MHC is DRB1_0801 with pseudo-sequence DRB1_0801. The binding affinity (normalized) is 0.373. (2) The MHC is DRB1_0401 with pseudo-sequence DRB1_0401. The peptide sequence is ACLGKSYAQMWTLMY. The binding affinity (normalized) is 0.620. (3) The peptide sequence is FIFFLLLAGRSCSDG. The MHC is DRB1_0404 with pseudo-sequence DRB1_0404. The binding affinity (normalized) is 0.301. (4) The peptide sequence is CMTVQGGETMNSVIQ. The MHC is DRB1_0101 with pseudo-sequence DRB1_0101. The binding affinity (normalized) is 0.455. (5) The binding affinity (normalized) is 0.325. The peptide sequence is QPCNGVTMNDVKIEY. The MHC is HLA-DQA10401-DQB10402 with pseudo-sequence HLA-DQA10401-DQB10402.